Task: Predict the reactants needed to synthesize the given product.. Dataset: Full USPTO retrosynthesis dataset with 1.9M reactions from patents (1976-2016) (1) Given the product [Cl:11][C:7]1[CH:8]=[CH:9][CH:10]=[C:2]([I:16])[C:3]=1[C:4]([OH:6])=[O:5], predict the reactants needed to synthesize it. The reactants are: N[C:2]1[CH:10]=[CH:9][CH:8]=[C:7]([Cl:11])[C:3]=1[C:4]([OH:6])=[O:5].N([O-])=O.[Na+].[I-:16].[K+]. (2) Given the product [C:6]([O:16][C:13]([N:9]1[CH2:8][CH2:7][C:6]2[C:11](=[CH:12][C:3]([Br:2])=[CH:4][CH:5]=2)[CH2:10]1)=[O:14])([CH3:11])([CH3:7])[CH3:5], predict the reactants needed to synthesize it. The reactants are: Cl.[Br:2][C:3]1[CH:12]=[C:11]2[C:6]([CH2:7][CH2:8][NH:9][CH2:10]2)=[CH:5][CH:4]=1.[C:13]([O-:16])([O-])=[O:14].[Na+].[Na+]. (3) Given the product [CH3:1][O:2][C:3](=[O:12])[C:4]1[CH:5]=[C:6]([Cl:11])[N:7]=[C:8]([S:21]([C:14]2[CH:19]=[CH:18][CH:17]=[CH:16][CH:15]=2)(=[O:26])=[O:22])[CH:9]=1, predict the reactants needed to synthesize it. The reactants are: [CH3:1][O:2][C:3](=[O:12])[C:4]1[CH:9]=[C:8](Cl)[N:7]=[C:6]([Cl:11])[CH:5]=1.[S-][C:14]1[CH:19]=[CH:18][CH:17]=[CH:16][CH:15]=1.[Na+].[S:21]([O-:26])(O[O-])(=O)=[O:22].[K+].[K+]. (4) Given the product [C:31]([C:23]1[CH:22]=[CH:21][C:20]([O:24][C:2]2[CH:11]=[CH:10][N:9]=[C:8]3[C:3]=2[C:4]2[CH:16]=[CH:15][CH:14]=[CH:13][C:5]=2[C:6](=[O:12])[NH:7]3)=[CH:19][CH:18]=1)#[N:32], predict the reactants needed to synthesize it. The reactants are: Cl[C:2]1[CH:11]=[CH:10][N:9]=[C:8]2[C:3]=1[C:4]1[CH:16]=[CH:15][CH:14]=[CH:13][C:5]=1[C:6](=[O:12])[NH:7]2.N[C:18]1[CH:19]=[C:20]([OH:24])[CH:21]=[CH:22][CH:23]=1.C(=O)([O-])[O-].[K+].[K+].[CH3:31][N:32](C=O)C. (5) Given the product [C:20]1([C:23]2[CH:28]=[CH:27][CH:26]=[CH:25][CH:24]=2)[CH:21]=[CH:22][C:17](/[CH:16]=[N:15]/[O:14][CH2:13][CH2:12][CH2:11][O:10][C:7]2[CH:8]=[CH:9][C:4]([C:3]([OH:46])=[O:2])=[C:5]([NH:29][C:30](=[O:45])[C:31]3[CH:36]=[C:35]([C:37]([F:39])([F:40])[F:38])[CH:34]=[C:33]([C:41]([F:42])([F:43])[F:44])[CH:32]=3)[CH:6]=2)=[CH:18][CH:19]=1, predict the reactants needed to synthesize it. The reactants are: C[O:2][C:3](=[O:46])[C:4]1[CH:9]=[CH:8][C:7]([O:10][CH2:11][CH2:12][CH2:13][O:14]/[N:15]=[CH:16]/[C:17]2[CH:22]=[CH:21][C:20]([C:23]3[CH:28]=[CH:27][CH:26]=[CH:25][CH:24]=3)=[CH:19][CH:18]=2)=[CH:6][C:5]=1[NH:29][C:30](=[O:45])[C:31]1[CH:36]=[C:35]([C:37]([F:40])([F:39])[F:38])[CH:34]=[C:33]([C:41]([F:44])([F:43])[F:42])[CH:32]=1.CO.[OH-].[Li+]. (6) Given the product [Cl:10][C:11]1[CH:20]=[C:19]2[C:14]([C:15]([OH:30])=[C:16]([C:25]([NH:39][CH2:38][C:37]([O:36][C:32]([CH3:35])([CH3:34])[CH3:33])=[O:40])=[O:26])[C:17](=[O:24])[C:18]2([CH2:22][CH3:23])[CH3:21])=[CH:13][CH:12]=1, predict the reactants needed to synthesize it. The reactants are: CCN(C(C)C)C(C)C.[Cl:10][C:11]1[CH:20]=[C:19]2[C:14]([C:15]([OH:30])=[C:16]([C:25](OCC)=[O:26])[C:17](=[O:24])[C:18]2([CH2:22][CH3:23])[CH3:21])=[CH:13][CH:12]=1.Cl.[C:32]([O:36][C:37](=[O:40])[CH2:38][NH2:39])([CH3:35])([CH3:34])[CH3:33].